Dataset: Reaction yield outcomes from USPTO patents with 853,638 reactions. Task: Predict the reaction yield, written as a fraction of the theoretical maximum amount of product (1.0 means a 100% yield; for example, 0.34 means a 34% yield). The yield is 0.860. The product is [C:2]1([NH:12][C:22](=[O:23])[C:21]([F:32])([F:31])[F:20])[C:11]2[CH2:10][CH:9]=[CH:8][CH2:7][C:6]=2[CH:5]=[CH:4][CH:3]=1. The reactants are Cl.[C:2]1([NH2:12])[C:11]2[CH2:10][CH:9]=[CH:8][CH2:7][C:6]=2[CH:5]=[CH:4][CH:3]=1.CCN(CC)CC.[F:20][C:21]([F:32])([F:31])[C:22](O[C:22](=[O:23])[C:21]([F:32])([F:31])[F:20])=[O:23]. The catalyst is ClCCl.